Predict the reaction yield, written as a fraction of the theoretical maximum amount of product (1.0 means a 100% yield; for example, 0.34 means a 34% yield). From a dataset of Reaction yield outcomes from USPTO patents with 853,638 reactions. (1) The reactants are [C:1]([O:5][C:6]([C@H:8]([NH:13][CH2:14][CH2:15][NH:16][CH2:17][C:18]1[N:23]=[C:22]([C:24]([O:26][CH3:27])=[O:25])[CH:21]=[CH:20][CH:19]=1)[C:9]([CH3:12])([CH3:11])[CH3:10])=[O:7])([CH3:4])([CH3:3])[CH3:2].[C:28](=O)(ON1C(=O)CCC1=O)[O:29]N1C(=O)CCC1=O.C(N(CC)CC)C. The catalyst is ClCCCl.ClC(Cl)C. The product is [C:1]([O:5][C:6]([C@@H:8]([N:13]1[CH2:14][CH2:15][N:16]([CH2:17][C:18]2[N:23]=[C:22]([C:24]([O:26][CH3:27])=[O:25])[CH:21]=[CH:20][CH:19]=2)[C:28]1=[O:29])[C:9]([CH3:12])([CH3:11])[CH3:10])=[O:7])([CH3:2])([CH3:3])[CH3:4]. The yield is 0.980. (2) The reactants are C([O:8][C:9]1[C:10](=[O:29])[N:11]([CH3:28])[CH:12]=[C:13]([C:16]2[CH:17]=[C:18]([C:22]3[CH:27]=[CH:26][CH:25]=[CH:24][CH:23]=3)[CH:19]=[CH:20][CH:21]=2)[C:14]=1[F:15])C1C=CC=CC=1.C(S)C.B(F)(F)F.CCOCC. The catalyst is C(Cl)Cl.CO. The product is [C:18]1([C:22]2[CH:27]=[CH:26][CH:25]=[CH:24][CH:23]=2)[CH:19]=[CH:20][CH:21]=[C:16]([C:13]2[C:14]([F:15])=[C:9]([OH:8])[C:10](=[O:29])[N:11]([CH3:28])[CH:12]=2)[CH:17]=1. The yield is 0.770.